This data is from Reaction yield outcomes from USPTO patents with 853,638 reactions. The task is: Predict the reaction yield, written as a fraction of the theoretical maximum amount of product (1.0 means a 100% yield; for example, 0.34 means a 34% yield). The reactants are C(O[C:6](=[O:15])[C:7]1[CH:12]=[C:11]([CH3:13])[N:10]=[C:9]([CH3:14])[CH:8]=1)CCC.Cl.[CH3:17][NH:18][O:19][CH3:20].C([Mg]Cl)(C)C. The catalyst is C1COCC1. The product is [CH3:20][O:19][N:18]([CH3:17])[C:6](=[O:15])[C:7]1[CH:8]=[C:9]([CH3:14])[N:10]=[C:11]([CH3:13])[CH:12]=1. The yield is 0.900.